This data is from Full USPTO retrosynthesis dataset with 1.9M reactions from patents (1976-2016). The task is: Predict the reactants needed to synthesize the given product. (1) Given the product [O:3]1[CH2:2][CH2:1][O:4][C:28]21[C:15]1[C:14](=[CH:13][CH:12]=[C:11]([CH2:21][C:5]([O:6][CH3:7])=[O:9])[CH:16]=1)[O:10][CH2:23][CH2:22]2, predict the reactants needed to synthesize it. The reactants are: [CH2:1]([OH:4])[CH2:2][OH:3].[CH:5]([O-:9])([O-])[O:6][CH3:7].[OH2:10].[C:11]1([CH3:21])[CH:16]=[CH:15][C:14](S(O)(=O)=O)=[CH:13][CH:12]=1.[C:22]1([CH3:28])C=CC=C[CH:23]=1. (2) Given the product [NH2:1][C:4]1[CH:5]=[C:6]([CH:38]=[CH:39][C:40]=1[O:41][CH2:42][C:43]1[CH:44]=[CH:45][CH:46]=[CH:47][CH:48]=1)[O:7][CH2:8][C@@H:9]([OH:37])[CH2:10][N:11]([CH2:30][C:31]1[CH:32]=[CH:33][CH:34]=[CH:35][CH:36]=1)[C@@H:12]([CH2:15][C:16]1[CH:21]=[CH:20][C:19]([O:22][CH2:23][C:24]2[CH:29]=[CH:28][CH:27]=[CH:26][CH:25]=2)=[CH:18][CH:17]=1)[CH2:13][OH:14], predict the reactants needed to synthesize it. The reactants are: [N+:1]([C:4]1[CH:5]=[C:6]([CH:38]=[CH:39][C:40]=1[O:41][CH2:42][C:43]1[CH:48]=[CH:47][CH:46]=[CH:45][CH:44]=1)[O:7][CH2:8][C@@H:9]([OH:37])[CH2:10][N:11]([CH2:30][C:31]1[CH:36]=[CH:35][CH:34]=[CH:33][CH:32]=1)[C@@H:12]([CH2:15][C:16]1[CH:21]=[CH:20][C:19]([O:22][CH2:23][C:24]2[CH:29]=[CH:28][CH:27]=[CH:26][CH:25]=2)=[CH:18][CH:17]=1)[CH2:13][OH:14])([O-])=O.[Cl-].[NH4+].O.C(O)C. (3) Given the product [CH:1]([N:4]1[CH2:9][CH2:8][CH:7]([O:10][C:11]2[CH:19]=[CH:18][C:17]3[N:16]4[CH2:20][CH2:21][N:22]([CH2:30][CH2:29][O:28][CH3:27])[C:23](=[O:24])[C:15]4=[CH:14][C:13]=3[CH:12]=2)[CH2:6][CH2:5]1)([CH3:3])[CH3:2], predict the reactants needed to synthesize it. The reactants are: [CH:1]([N:4]1[CH2:9][CH2:8][CH:7]([O:10][C:11]2[CH:19]=[CH:18][C:17]3[N:16]4[CH2:20][CH2:21][NH:22][C:23](=[O:24])[C:15]4=[CH:14][C:13]=3[CH:12]=2)[CH2:6][CH2:5]1)([CH3:3])[CH3:2].[H-].[Na+].[CH3:27][O:28][CH2:29][CH2:30]Br. (4) Given the product [CH3:1][C:2]1[CH:3]=[CH:4][CH:5]=[C:6]2[C:10]=1[N:9]([CH2:11][CH2:12][O:13][S:24]([CH3:23])(=[O:26])=[O:25])[CH:8]=[CH:7]2, predict the reactants needed to synthesize it. The reactants are: [CH3:1][C:2]1[CH:3]=[CH:4][CH:5]=[C:6]2[C:10]=1[N:9]([CH2:11][CH2:12][OH:13])[CH:8]=[CH:7]2.CCN(C(C)C)C(C)C.[CH3:23][S:24](Cl)(=[O:26])=[O:25]. (5) Given the product [F:1][C:2]1[N:7]=[C:6]([C:8]2[CH:32]=[CH:31][C:11]([CH2:12][N:13]3[CH:21]=[C:20]4[C:19](=[O:22])[N:18]([CH3:23])[C:17]5[N:16]([C@H:29]6[CH2:28][CH2:27][CH2:26][C@H:25]6[N:24]=5)[C:15]4=[N:14]3)=[CH:10][CH:9]=2)[CH:5]=[CH:4][CH:3]=1, predict the reactants needed to synthesize it. The reactants are: [F:1][C:2]1[N:7]=[C:6]([C:8]2[CH:32]=[CH:31][C:11]([CH2:12][N:13]3[CH:21]=[C:20]4[C:15]([N:16]=[C:17]([NH:24][C@@H:25]5[CH2:29][CH2:28][CH2:27][C@H:26]5O)[N:18]([CH3:23])[C:19]4=[O:22])=[N:14]3)=[CH:10][CH:9]=2)[CH:5]=[CH:4][CH:3]=1.C1(C)C=CC(S(Cl)(=O)=O)=CC=1.[OH-].[Na+].[Na+].[Cl-].